From a dataset of Peptide-MHC class I binding affinity with 185,985 pairs from IEDB/IMGT. Regression. Given a peptide amino acid sequence and an MHC pseudo amino acid sequence, predict their binding affinity value. This is MHC class I binding data. (1) The peptide sequence is LLVPFVQWFV. The MHC is HLA-A31:01 with pseudo-sequence HLA-A31:01. The binding affinity (normalized) is 0.531. (2) The peptide sequence is NLKMMLFYM. The MHC is HLA-A02:01 with pseudo-sequence HLA-A02:01. The binding affinity (normalized) is 0.356. (3) The peptide sequence is QYSGFVRTL. The MHC is HLA-A26:02 with pseudo-sequence HLA-A26:02. The binding affinity (normalized) is 0.0847.